Dataset: NCI-60 drug combinations with 297,098 pairs across 59 cell lines. Task: Regression. Given two drug SMILES strings and cell line genomic features, predict the synergy score measuring deviation from expected non-interaction effect. (1) Drug 1: CCC1(CC2CC(C3=C(CCN(C2)C1)C4=CC=CC=C4N3)(C5=C(C=C6C(=C5)C78CCN9C7C(C=CC9)(C(C(C8N6C=O)(C(=O)OC)O)OC(=O)C)CC)OC)C(=O)OC)O.OS(=O)(=O)O. Drug 2: CC1=C(C(=O)C2=C(C1=O)N3CC4C(C3(C2COC(=O)N)OC)N4)N. Cell line: RXF 393. Synergy scores: CSS=2.42, Synergy_ZIP=0.282, Synergy_Bliss=0.193, Synergy_Loewe=-1.27, Synergy_HSA=-2.24. (2) Drug 2: C(CCl)NC(=O)N(CCCl)N=O. Drug 1: CC1=CC2C(CCC3(C2CCC3(C(=O)C)OC(=O)C)C)C4(C1=CC(=O)CC4)C. Synergy scores: CSS=4.89, Synergy_ZIP=3.13, Synergy_Bliss=11.9, Synergy_Loewe=6.03, Synergy_HSA=6.83. Cell line: DU-145. (3) Drug 1: C(CC(=O)O)C(=O)CN.Cl. Drug 2: COCCOC1=C(C=C2C(=C1)C(=NC=N2)NC3=CC=CC(=C3)C#C)OCCOC.Cl. Cell line: MOLT-4. Synergy scores: CSS=3.26, Synergy_ZIP=-2.94, Synergy_Bliss=-0.450, Synergy_Loewe=-4.45, Synergy_HSA=-4.49. (4) Drug 2: CN(CC1=CN=C2C(=N1)C(=NC(=N2)N)N)C3=CC=C(C=C3)C(=O)NC(CCC(=O)O)C(=O)O. Synergy scores: CSS=82.1, Synergy_ZIP=-0.536, Synergy_Bliss=-2.35, Synergy_Loewe=-3.74, Synergy_HSA=-0.344. Drug 1: C1=CC(=C2C(=C1NCCNCCO)C(=O)C3=C(C=CC(=C3C2=O)O)O)NCCNCCO. Cell line: SR. (5) Cell line: PC-3. Drug 1: C1=CC(=C2C(=C1NCCNCCO)C(=O)C3=C(C=CC(=C3C2=O)O)O)NCCNCCO. Drug 2: C1=NC2=C(N1)C(=S)N=CN2. Synergy scores: CSS=27.4, Synergy_ZIP=-5.10, Synergy_Bliss=-5.32, Synergy_Loewe=-2.50, Synergy_HSA=-0.744. (6) Synergy scores: CSS=37.6, Synergy_ZIP=-5.10, Synergy_Bliss=6.69, Synergy_Loewe=5.28, Synergy_HSA=10.4. Drug 1: CC1OCC2C(O1)C(C(C(O2)OC3C4COC(=O)C4C(C5=CC6=C(C=C35)OCO6)C7=CC(=C(C(=C7)OC)O)OC)O)O. Cell line: SK-OV-3. Drug 2: COC1=CC(=CC(=C1O)OC)C2C3C(COC3=O)C(C4=CC5=C(C=C24)OCO5)OC6C(C(C7C(O6)COC(O7)C8=CC=CS8)O)O.